Task: Predict the product of the given reaction.. Dataset: Forward reaction prediction with 1.9M reactions from USPTO patents (1976-2016) (1) Given the reactants [Cl:1][C:2]1[CH:13]=[CH:12][CH:11]=[C:10]([Cl:14])[C:3]=1[CH2:4][C:5]1[NH:9][CH:8]=[N:7][CH:6]=1.C([O-])(O)=O.[Na+].C1C=CC(OC(Cl)=[S:28])=CC=1, predict the reaction product. The product is: [Cl:14][C:10]1[CH:11]=[CH:12][CH:13]=[C:2]([Cl:1])[C:3]=1[CH2:4][C:5]1[NH:9][C:8](=[S:28])[NH:7][CH:6]=1. (2) Given the reactants [Cl:1][C:2]1[C:3](Br)=[N:4][CH:5]=[CH:6][CH:7]=1.[O-]P([O-])([O-])=O.[K+].[K+].[K+].[CH:17]1(B(O)O)[CH2:19][CH2:18]1, predict the reaction product. The product is: [Cl:1][C:2]1[C:3]([CH:17]2[CH2:19][CH2:18]2)=[N:4][CH:5]=[CH:6][CH:7]=1. (3) Given the reactants Cl.CN(C)CCCN=C=NCC.[CH:13]1([C:19]2[C:20]3[CH:21]=[CH:22][C:23]([C:38](O)=[O:39])=[CH:24][C:25]=3[N:26]3[CH2:32][CH:31]([OH:33])[CH2:30][C:29]4[CH:34]=[CH:35][CH:36]=[CH:37][C:28]=4[C:27]=23)[CH2:18][CH2:17][CH2:16][CH2:15][CH2:14]1.[CH3:41][N:42]([CH3:47])[S:43]([NH2:46])(=[O:45])=[O:44], predict the reaction product. The product is: [CH:13]1([C:19]2[C:20]3[CH:21]=[CH:22][C:23]([C:38]([NH:46][S:43]([N:42]([CH3:47])[CH3:41])(=[O:45])=[O:44])=[O:39])=[CH:24][C:25]=3[N:26]3[CH2:32][CH:31]([OH:33])[CH2:30][C:29]4[CH:34]=[CH:35][CH:36]=[CH:37][C:28]=4[C:27]=23)[CH2:14][CH2:15][CH2:16][CH2:17][CH2:18]1. (4) Given the reactants [NH:1]1[CH2:6][CH2:5][O:4][CH2:3][CH2:2]1.[C:7]([N:10]1[CH2:15][CH2:14][C:13](=O)[CH2:12][CH2:11]1)(=[O:9])[CH3:8], predict the reaction product. The product is: [N:1]1([C:13]2[CH2:14][CH2:15][N:10]([C:7](=[O:9])[CH3:8])[CH2:11][CH:12]=2)[CH2:6][CH2:5][O:4][CH2:3][CH2:2]1. (5) Given the reactants [NH2:1][OH:2].O.[Cl:4][C:5]1[C:10]([CH3:11])=[CH:9][C:8]([S:12](Cl)(=[O:14])=[O:13])=[C:7]([CH3:16])[CH:6]=1.S(Cl)(Cl)(=O)=O, predict the reaction product. The product is: [Cl:4][C:5]1[C:10]([CH3:11])=[CH:9][C:8]([S:12]([NH:1][OH:2])(=[O:14])=[O:13])=[C:7]([CH3:16])[CH:6]=1. (6) Given the reactants C([Li])CCC.[S:6]1[C:10]([C:11]2[N:12]3[CH2:18][CH2:17][N:16]=[C:13]3[S:14][CH:15]=2)=[CH:9][C:8]2[CH:19]=[CH:20][CH:21]=[CH:22][C:7]1=2.CN(C)[CH:25]=[O:26].[Cl-].[NH4+], predict the reaction product. The product is: [S:6]1[C:10]([C:11]2[N:12]3[CH2:18][CH2:17][N:16]=[C:13]3[S:14][C:15]=2[CH:25]=[O:26])=[CH:9][C:8]2[CH:19]=[CH:20][CH:21]=[CH:22][C:7]1=2.